From a dataset of Forward reaction prediction with 1.9M reactions from USPTO patents (1976-2016). Predict the product of the given reaction. (1) Given the reactants Br[C:2]1[CH:3]=[N:4][N:5]2[C:10]([C:11]3[CH:16]=[CH:15][C:14]([CH3:17])=[CH:13][CH:12]=3)=[C:9]([CH:18]([CH2:24][CH2:25][CH3:26])[C:19]([O:21][CH2:22][CH3:23])=[O:20])[C:8]([CH3:27])=[N:7][C:6]=12.[C:28]1(B(O)O)[CH:33]=[CH:32][CH:31]=[CH:30][CH:29]=1.C(N(C(C)C)CC)(C)C, predict the reaction product. The product is: [CH3:27][C:8]1[C:9]([CH:18]([CH2:24][CH2:25][CH3:26])[C:19]([O:21][CH2:22][CH3:23])=[O:20])=[C:10]([C:11]2[CH:16]=[CH:15][C:14]([CH3:17])=[CH:13][CH:12]=2)[N:5]2[N:4]=[CH:3][C:2]([C:28]3[CH:33]=[CH:32][CH:31]=[CH:30][CH:29]=3)=[C:6]2[N:7]=1. (2) Given the reactants [F:1][C:2]1[CH:20]=[CH:19][C:5]([CH2:6][N:7]2[C:15]3[CH:14]=[C:13]([C:16]([OH:18])=O)[N:12]=[CH:11][C:10]=3[N:9]=[CH:8]2)=[CH:4][CH:3]=1.[O:21]([NH2:28])[C:22]1[CH:27]=[CH:26][CH:25]=[CH:24][CH:23]=1, predict the reaction product. The product is: [F:1][C:2]1[CH:3]=[CH:4][C:5]([CH2:6][N:7]2[C:15]3[CH:14]=[C:13]([C:16]([NH:28][O:21][C:22]4[CH:27]=[CH:26][CH:25]=[CH:24][CH:23]=4)=[O:18])[N:12]=[CH:11][C:10]=3[N:9]=[CH:8]2)=[CH:19][CH:20]=1. (3) Given the reactants Cl.[F:2][C:3]([F:34])([F:33])[C:4]1[CH:28]=[C:27]([C:29]([F:32])([F:31])[F:30])[CH:26]=[CH:25][C:5]=1[CH2:6][N:7]1[CH2:12][CH2:11][CH:10](/[CH:13]=[C:14]2/[C:15]([NH:20][CH2:21][C:22](O)=[O:23])=[N:16][C:17](=[O:19])[S:18]/2)[CH2:9][CH2:8]1.C(N(C(C)C)C(C)C)C.[NH:44]1[CH2:48][CH2:47][CH:46]([OH:49])[CH2:45]1.F[P-](F)(F)(F)(F)F.C(C(=NO[C+](N(C)C)N1CCOCC1)C(OCC)=O)#N, predict the reaction product. The product is: [F:34][C:3]([F:2])([F:33])[C:4]1[CH:28]=[C:27]([C:29]([F:31])([F:32])[F:30])[CH:26]=[CH:25][C:5]=1[CH2:6][N:7]1[CH2:12][CH2:11][CH:10](/[CH:13]=[C:14]2/[C:15]([NH:20][CH2:21][C:22]([N:44]3[CH2:48][CH2:47][CH:46]([OH:49])[CH2:45]3)=[O:23])=[N:16][C:17](=[O:19])[S:18]/2)[CH2:9][CH2:8]1. (4) Given the reactants [CH:1]1([CH2:7][C:8]([OH:10])=O)[CH2:6][CH2:5][CH2:4][CH2:3][CH2:2]1.F[P-](F)(F)(F)(F)F.N1([O:27][P+](N(C)C)(N(C)C)N(C)C)C2C=CC=CC=2N=N1.CC([Si](C)(C)[O:43][C@H:44]([C@@H:55]([CH3:76])[CH2:56]/[C:57](/[CH3:75])=[CH:58]\[C@H:59]([CH3:74])[C@@H:60]([O:66][Si](C(C)(C)C)(C)C)[C@@H:61]([CH3:65])[CH2:62][NH:63][CH3:64])[C@H:45]([CH3:54])[C@@H:46](O)[C@@H:47]([CH3:52])/[CH:48]=[CH:49]\[CH:50]=[CH2:51])(C)C.[CH3:79][CH2:80][N:81](C(C)C)C(C)C, predict the reaction product. The product is: [NH2:81][C:80](=[O:27])[CH2:79][C@@H:46]([C@@H:47]([CH3:52])/[CH:48]=[CH:49]\[CH:50]=[CH2:51])[C@H:45]([CH3:54])[C@H:44]([OH:43])[C@@H:55]([CH3:76])[CH2:56]/[C:57](/[CH3:75])=[CH:58]\[CH:59]([CH3:74])[CH:60]([OH:66])[CH:61]([CH3:65])[CH2:62][N:63]([CH3:64])[C:8](=[O:10])[CH2:7][CH:1]1[CH2:2][CH2:3][CH2:4][CH2:5][CH2:6]1.